From a dataset of Full USPTO retrosynthesis dataset with 1.9M reactions from patents (1976-2016). Predict the reactants needed to synthesize the given product. (1) Given the product [CH3:5][C:27]([CH3:28])=[CH:19][C@@H:14]1[O:13][CH2:12][O:16][C@@H:15]1[C:17](=[O:18])[CH2:36][C:37]([O:39][CH2:40][CH3:41])=[O:38], predict the reactants needed to synthesize it. The reactants are: CS(C)=O.[C:5](Cl)(C(Cl)=O)=O.C[C:12]1(C)[O:16][C@H:15]([CH2:17][OH:18])[C@H:14]([CH:19]=C)[O:13]1.CCN([CH2:27][CH3:28])CC.[Na+].[Cl-].Cl[Sn]Cl.[N+](=[CH:36][C:37]([O:39][CH2:40][CH3:41])=[O:38])=[N-]. (2) Given the product [Cl:8][C:4]1[CH:5]=[CH:6][CH:7]=[C:2]([Cl:1])[C:3]=1[C:9]1[C:13]([CH2:14][O:15][C:16]2[CH:21]=[CH:20][C:19]([C:22]3[CH:23]=[C:24]4[C:29](=[CH:30][CH:31]=3)[O:28][C:27]([C:32]([OH:34])=[O:33])=[CH:26][C:25]4=[O:37])=[CH:18][CH:17]=2)=[C:12]([CH:38]([CH3:40])[CH3:39])[O:11][N:10]=1, predict the reactants needed to synthesize it. The reactants are: [Cl:1][C:2]1[CH:7]=[CH:6][CH:5]=[C:4]([Cl:8])[C:3]=1[C:9]1[C:13]([CH2:14][O:15][C:16]2[CH:21]=[CH:20][C:19]([C:22]3[CH:23]=[C:24]4[C:29](=[CH:30][CH:31]=3)[O:28][C:27]([C:32]([O:34]CC)=[O:33])=[CH:26][C:25]4=[O:37])=[CH:18][CH:17]=2)=[C:12]([CH:38]([CH3:40])[CH3:39])[O:11][N:10]=1.C(=O)(O)[O-].[Na+].ClCCl. (3) The reactants are: Br[C:2]1[CH:3]=[N:4][C:5]2[C:10]([CH:11]=1)=[C:9]([F:12])[C:8]([CH2:13][C:14]1[N:18]3[N:19]=[C:20]([CH2:23][CH3:24])[CH:21]=[CH:22][C:17]3=[N:16][N:15]=1)=[C:7]([F:25])[CH:6]=2.[CH3:26][N:27]1[CH:31]=[C:30](B2OC(C)(C)C(C)(C)O2)[CH:29]=[N:28]1.C(=O)([O-])[O-].[Cs+].[Cs+]. Given the product [CH2:23]([C:20]1[CH:21]=[CH:22][C:17]2[N:18]([C:14]([CH2:13][C:8]3[C:9]([F:12])=[C:10]4[C:5](=[CH:6][C:7]=3[F:25])[N:4]=[CH:3][C:2]([C:30]3[CH:29]=[N:28][N:27]([CH3:26])[CH:31]=3)=[CH:11]4)=[N:15][N:16]=2)[N:19]=1)[CH3:24], predict the reactants needed to synthesize it. (4) Given the product [Cl:1][C:2]1[CH:7]=[CH:6][C:5]([C:8]2[CH:13]=[N:12][N:11]3[C:14](=[O:17])[N:15]([CH2:56][C:53]4[CH:54]=[N:55][C:50]([N:47]5[CH2:48][CH2:49][O:44][CH2:45][CH2:46]5)=[CH:51][CH:52]=4)[N:16]=[C:10]3[C:9]=2[C:18]2[CH:23]=[CH:22][C:21]([Cl:24])=[CH:20][CH:19]=2)=[CH:4][CH:3]=1, predict the reactants needed to synthesize it. The reactants are: [Cl:1][C:2]1[CH:7]=[CH:6][C:5]([C:8]2[CH:13]=[N:12][N:11]3[C:14](=[O:17])[NH:15][N:16]=[C:10]3[C:9]=2[C:18]2[CH:23]=[CH:22][C:21]([Cl:24])=[CH:20][CH:19]=2)=[CH:4][CH:3]=1.C1C=CC(P(C2C=CC=CC=2)C2C=CC=CC=2)=CC=1.[O:44]1[CH2:49][CH2:48][N:47]([C:50]2[N:55]=[CH:54][C:53]([CH2:56]O)=[CH:52][CH:51]=2)[CH2:46][CH2:45]1. (5) Given the product [C:1]([O:5][C:6](=[O:26])[NH:7][CH2:8][CH:9]([NH2:15])[C:10]1[CH:14]=[CH:13][S:12][CH:11]=1)([CH3:4])([CH3:2])[CH3:3], predict the reactants needed to synthesize it. The reactants are: [C:1]([O:5][C:6](=[O:26])[NH:7][CH2:8][CH:9]([N:15]1C(=O)C2C(=CC=CC=2)C1=O)[C:10]1[CH:14]=[CH:13][S:12][CH:11]=1)([CH3:4])([CH3:3])[CH3:2].O.NN. (6) Given the product [C:1]([O:6][CH2:7][O:8][C:9]1[CH:10]=[CH:11][C:12]2[CH2:13][C@H:14]3[NH:25][CH2:24][CH2:23][C@@:20]4([C:21]=2[CH:22]=1)[C@H:15]3[CH2:16][CH2:17][CH2:18][CH2:19]4)(=[O:5])[CH:2]([CH3:4])[CH3:3], predict the reactants needed to synthesize it. The reactants are: [C:1]([O:6][CH2:7][O:8][C:9]1[CH:10]=[CH:11][C:12]2[CH2:13][C@H:14]3[N:25](C(OCC4C=CC=CC=4)=O)[CH2:24][CH2:23][C@@:20]4([C:21]=2[CH:22]=1)[C@H:15]3[CH2:16][CH2:17][CH2:18][CH2:19]4)(=[O:5])[CH:2]([CH3:4])[CH3:3]. (7) Given the product [O:33]1[CH2:32][CH:31]=[C:30]([C:2]2[N:7]=[C:6]([C:8]3[CH:13]=[CH:12][C:11]([N+:14]([O-:16])=[O:15])=[CH:10][CH:9]=3)[N:5]=[C:4]([N:17]3[CH:22]4[CH2:23][CH2:24][CH:18]3[CH2:19][O:20][CH2:21]4)[N:3]=2)[CH2:35][CH2:34]1, predict the reactants needed to synthesize it. The reactants are: Cl[C:2]1[N:7]=[C:6]([C:8]2[CH:13]=[CH:12][C:11]([N+:14]([O-:16])=[O:15])=[CH:10][CH:9]=2)[N:5]=[C:4]([N:17]2[CH:22]3[CH2:23][CH2:24][CH:18]2[CH2:19][O:20][CH2:21]3)[N:3]=1.C([Sn](CCCC)(CCCC)[C:30]1[CH2:31][CH2:32][O:33][CH2:34][CH:35]=1)CCC. (8) Given the product [N:21]([CH2:13][C:8]1[CH:9]=[CH:10][CH:11]=[CH:12][C:7]=1[O:6][CH2:5][CH2:4][N:3]([CH2:15][CH3:16])[CH2:1][CH3:2])=[N+:22]=[N-:23], predict the reactants needed to synthesize it. The reactants are: [CH2:1]([N:3]([CH2:15][CH3:16])[CH2:4][CH2:5][O:6][C:7]1[CH:12]=[CH:11][CH:10]=[CH:9][C:8]=1[CH2:13]O)[CH3:2].S(Cl)(Cl)=O.[N-:21]=[N+:22]=[N-:23].[Na+]. (9) Given the product [OH:1][C:2]1([C:9]2[CH:10]=[N:11][C:12]([O:15][CH3:16])=[N:13][CH:14]=2)[CH2:7][CH2:6][CH:5]([N:17]2[CH2:20][CH:19]([NH:21][C:22]([CH2:24][NH:25][C:26](=[O:37])[C:27]3[CH:32]=[CH:31][CH:30]=[C:29]([C:33]([F:36])([F:34])[F:35])[CH:28]=3)=[O:23])[CH2:18]2)[CH2:4][CH2:3]1, predict the reactants needed to synthesize it. The reactants are: [OH:1][C:2]1([C:9]2[CH:10]=[N:11][C:12]([O:15][CH3:16])=[N:13][CH:14]=2)[CH2:7][CH2:6][C:5](=O)[CH2:4][CH2:3]1.[NH:17]1[CH2:20][CH:19]([NH:21][C:22]([CH2:24][NH:25][C:26](=[O:37])[C:27]2[CH:32]=[CH:31][CH:30]=[C:29]([C:33]([F:36])([F:35])[F:34])[CH:28]=2)=[O:23])[CH2:18]1.